This data is from Forward reaction prediction with 1.9M reactions from USPTO patents (1976-2016). The task is: Predict the product of the given reaction. Given the reactants C(S)CCCCCCCCCCC.[Al+3].[Cl-].[Cl-].[Cl-].[F:18][C:19]1[CH:20]=[CH:21][C:22]([C:25]2[CH:30]=[CH:29][C:28]([O:31]C)=[CH:27][C:26]=2[F:33])=[N:23][CH:24]=1, predict the reaction product. The product is: [F:33][C:26]1[CH:27]=[C:28]([OH:31])[CH:29]=[CH:30][C:25]=1[C:22]1[CH:21]=[CH:20][C:19]([F:18])=[CH:24][N:23]=1.